The task is: Predict the reaction yield, written as a fraction of the theoretical maximum amount of product (1.0 means a 100% yield; for example, 0.34 means a 34% yield).. This data is from Reaction yield outcomes from USPTO patents with 853,638 reactions. (1) The reactants are C(Cl)(Cl)(Cl)Cl.[CH3:6][C:7]1[S:8][C:9]([CH3:33])=[C:10]([C:12]2[CH:32]=[CH:31][C:15]([O:16][CH2:17][CH2:18][CH2:19][CH2:20][CH2:21][O:22][C:23]3[CH:30]=[CH:29][C:26]([C:27]#[N:28])=[CH:25][CH:24]=3)=[CH:14][CH:13]=2)[N:11]=1.[Br:34]N1C(=O)CCC1=O.N(C(C)(C)C#N)=NC(C)(C)C#N. The catalyst is C(OCC)(=O)C. The product is [Br:34][CH2:33][C:9]1[S:8][C:7]([CH3:6])=[N:11][C:10]=1[C:12]1[CH:13]=[CH:14][C:15]([O:16][CH2:17][CH2:18][CH2:19][CH2:20][CH2:21][O:22][C:23]2[CH:24]=[CH:25][C:26]([C:27]#[N:28])=[CH:29][CH:30]=2)=[CH:31][CH:32]=1. The yield is 0.900. (2) The reactants are C(N(CC)CC)C.[CH3:8][C@H:9]1[C:17]2[C:16]([N:18]3[CH2:23][CH2:22][N:21]([C:24]([O:26][C:27]([CH3:30])([CH3:29])[CH3:28])=[O:25])[CH2:20][CH2:19]3)=[N:15][CH:14]=[N:13][C:12]=2[C:11](=[O:31])[CH2:10]1.O[C@H]1C2N=CN=C(N3CCN(C(OC(C)(C)C)=O)CC3)C=2[C@H](C)C1. The catalyst is C(Cl)Cl. The product is [OH:31][C@@H:11]1[C:12]2[N:13]=[CH:14][N:15]=[C:16]([N:18]3[CH2:23][CH2:22][N:21]([C:24]([O:26][C:27]([CH3:30])([CH3:29])[CH3:28])=[O:25])[CH2:20][CH2:19]3)[C:17]=2[C@H:9]([CH3:8])[CH2:10]1. The yield is 0.953. (3) The reactants are [Cl:1][C:2]1[N:3]=[CH:4][N:5]([C:7]2[C:12]([O:13][CH3:14])=[CH:11][C:10]([N+:15]([O-])=O)=[CH:9][N:8]=2)[CH:6]=1.C(O)C.C(O)(=O)C.[OH-].[Na+]. The catalyst is [Fe].O. The product is [Cl:1][C:2]1[N:3]=[CH:4][N:5]([C:7]2[N:8]=[CH:9][C:10]([NH2:15])=[CH:11][C:12]=2[O:13][CH3:14])[CH:6]=1. The yield is 0.710. (4) The reactants are [NH2:1][CH2:2][CH2:3][C:4]1[CH:9]=[CH:8][C:7]([C:10]2[N:11]=[C:12]([NH2:15])[S:13][CH:14]=2)=[CH:6][CH:5]=1.O.[OH-].[Na+].[C:19](O[C:19]([O:21][C:22]([CH3:25])([CH3:24])[CH3:23])=[O:20])([O:21][C:22]([CH3:25])([CH3:24])[CH3:23])=[O:20]. The catalyst is O1CCOCC1. The product is [NH2:15][C:12]1[S:13][CH:14]=[C:10]([C:7]2[CH:6]=[CH:5][C:4]([CH2:3][CH2:2][NH:1][C:19](=[O:20])[O:21][C:22]([CH3:25])([CH3:24])[CH3:23])=[CH:9][CH:8]=2)[N:11]=1. The yield is 0.632.